Dataset: Reaction yield outcomes from USPTO patents with 853,638 reactions. Task: Predict the reaction yield, written as a fraction of the theoretical maximum amount of product (1.0 means a 100% yield; for example, 0.34 means a 34% yield). (1) No catalyst specified. The product is [CH2:15]([O:17][C:6](=[O:7])[C:5]1[CH:9]=[C:10]([N+:11]([O-:13])=[O:12])[C:2]([NH2:1])=[CH:3][C:4]=1[F:14])[CH3:16]. The reactants are [NH2:1][C:2]1[C:10]([N+:11]([O-:13])=[O:12])=[CH:9][C:5]([C:6](Cl)=[O:7])=[C:4]([F:14])[CH:3]=1.[CH2:15]([OH:17])[CH3:16]. The yield is 0.890. (2) The reactants are [Mg].[C:2](=[O:4])=[O:3].Cl.Br[C:7]([C:10]1[CH:15]=[CH:14][C:13]([C:16](=[O:21])[CH2:17][CH2:18][CH2:19][Cl:20])=[CH:12][CH:11]=1)([CH3:9])[CH3:8].ClC(C1C=CC(C(=O)CCCCl)=CC=1)(C)C. The catalyst is C(#N)C.[Br-].C([N+](CC)(CC)CC)C.[Ag]. The product is [Cl:20][CH2:19][CH2:18][CH2:17][C:16]([C:13]1[CH:12]=[CH:11][C:10]([C:7]([CH3:9])([CH3:8])[C:2]([OH:4])=[O:3])=[CH:15][CH:14]=1)=[O:21]. The yield is 0.660. (3) The reactants are [C:1]([OH:10])(=[O:9])[C:2]1[C:3](=[CH:5][CH:6]=[CH:7][CH:8]=1)[OH:4].[H-].[Na+].[CH2:13](Br)[C:14]1[CH:19]=[CH:18][CH:17]=[CH:16][CH:15]=1. The catalyst is CN(C)C=O.C(OCC)(=O)C. The product is [CH2:13]([O:9][C:1](=[O:10])[C:2]1[CH:8]=[CH:7][CH:6]=[CH:5][C:3]=1[O:4][CH2:1][C:2]1[CH:3]=[CH:5][CH:6]=[CH:7][CH:8]=1)[C:14]1[CH:19]=[CH:18][CH:17]=[CH:16][CH:15]=1. The yield is 0.900. (4) The reactants are [CH3:1][Si:2]([CH3:10])([CH3:9])[O:3][C:4]([CH3:8])([C:6]#[CH:7])[CH3:5].[Li]CCCC.[C:16]([C:18]1[CH:29]=[CH:28][C:21]([C:22](N(OC)C)=[O:23])=[CH:20][CH:19]=1)#[N:17]. The catalyst is C1COCC1. The product is [CH3:5][C:4]([O:3][Si:2]([CH3:10])([CH3:9])[CH3:1])([CH3:8])[C:6]#[C:7][C:22]([C:21]1[CH:28]=[CH:29][C:18]([C:16]#[N:17])=[CH:19][CH:20]=1)=[O:23]. The yield is 0.680.